Dataset: Cav3 T-type calcium channel HTS with 100,875 compounds. Task: Binary Classification. Given a drug SMILES string, predict its activity (active/inactive) in a high-throughput screening assay against a specified biological target. (1) The molecule is Clc1c(C(=O)Nc2noc(c2)C)cc(Cl)cc1. The result is 0 (inactive). (2) The drug is O=C(NCCc1c2c([nH]c1)cccc2)Cn1nc(nn1)c1ccc(OCC)cc1. The result is 0 (inactive). (3) The result is 0 (inactive). The drug is S1(=O)(=O)CC(N(Cc2occc2)C(=O)c2cc(OCCCC)ccc2)CC1.